This data is from Full USPTO retrosynthesis dataset with 1.9M reactions from patents (1976-2016). The task is: Predict the reactants needed to synthesize the given product. (1) Given the product [CH3:23][O:22][C:12]1[C:10]2[N:11]=[C:7]([C:5]3[NH:4][CH:3]=[C:2]([C:24]4[S:25][CH:26]=[CH:27][CH:28]=4)[N:36]=3)[S:8][C:9]=2[C:15]([N:16]2[CH2:21][CH2:20][O:19][CH2:18][CH2:17]2)=[CH:14][CH:13]=1, predict the reactants needed to synthesize it. The reactants are: O=[C:2]([C:24]1[S:25][CH:26]=[CH:27][CH:28]=1)[CH2:3][NH:4][C:5]([C:7]1[S:8][C:9]2[C:15]([N:16]3[CH2:21][CH2:20][O:19][CH2:18][CH2:17]3)=[CH:14][CH:13]=[C:12]([O:22][CH3:23])[C:10]=2[N:11]=1)=O.FC(F)(F)C([O-])=O.[NH4+:36]. (2) Given the product [CH:4]([O:7][C:8](=[O:23])[NH:9][C@@H:10]1[CH2:22][C:13]2[NH:14][C:15]3[CH:16]=[CH:17][C:18]([C:25]#[N:27])=[CH:19][C:20]=3[C:12]=2[CH2:11]1)([CH3:6])[CH3:5], predict the reactants needed to synthesize it. The reactants are: ClCCl.[CH:4]([O:7][C:8](=[O:23])[NH:9][C@@H:10]1[CH2:22][C:13]2[NH:14][C:15]3[CH:16]=[CH:17][C:18](Br)=[CH:19][C:20]=3[C:12]=2[CH2:11]1)([CH3:6])[CH3:5].C[C:25]([N:27](C)C)=O. (3) Given the product [N:18]1[CH:19]=[CH:20][C:15]([CH2:14][CH:2]([C:3]([O:5][CH2:6][CH3:7])=[O:4])[C:1]([O:9][CH2:10][CH3:11])=[O:8])=[CH:16][CH:17]=1, predict the reactants needed to synthesize it. The reactants are: [C:1]([O:9][CH2:10][CH3:11])(=[O:8])[CH2:2][C:3]([O:5][CH2:6][CH3:7])=[O:4].Br.Br[CH2:14][C:15]1[CH:20]=[CH:19][N:18]=[CH:17][CH:16]=1. (4) Given the product [CH2:35]([O:34][C:32](=[O:33])[CH2:31][C@@H:30]([C:27]1[CH:26]=[CH:25][C:24]([O:23][CH2:20][C:16]2[CH:15]=[C:14]([C:11]3[CH:12]=[CH:13][C:8]([Cl:7])=[CH:9][C:10]=3[CH3:22])[CH:19]=[CH:18][CH:17]=2)=[CH:29][CH:28]=1)[C:37]1[N:38]([CH3:42])[CH:39]=[CH:40][N:41]=1)[CH3:36], predict the reactants needed to synthesize it. The reactants are: C([O-])([O-])=O.[Cs+].[Cs+].[Cl:7][C:8]1[CH:13]=[CH:12][C:11]([C:14]2[CH:19]=[CH:18][CH:17]=[C:16]([CH2:20]Cl)[CH:15]=2)=[C:10]([CH3:22])[CH:9]=1.[OH:23][C:24]1[CH:29]=[CH:28][C:27]([C@@H:30]([C:37]2[N:38]([CH3:42])[CH:39]=[CH:40][N:41]=2)[CH2:31][C:32]([O:34][CH2:35][CH3:36])=[O:33])=[CH:26][CH:25]=1. (5) Given the product [NH2:30][CH:27]1[CH2:28][CH2:29][N:24]([C:22]([C:21]2[CH:38]=[CH:39][C:18]([C:15]3[N:16]=[CH:17][C:12]4[N:13]([C:9]([C:6]5[CH:7]=[CH:8][C:3]([C:1]#[N:2])=[CH:4][CH:5]=5)=[CH:10][N:11]=4)[CH:14]=3)=[CH:19][C:20]=2[Cl:49])=[O:23])[CH2:25][CH2:26]1, predict the reactants needed to synthesize it. The reactants are: [C:1]([C:3]1[CH:8]=[CH:7][C:6]([C:9]2[N:13]3[CH:14]=[C:15]([C:18]4[CH:39]=[CH:38][C:21]([C:22]([N:24]5[CH2:29][CH2:28][CH:27]([NH:30]C(=O)OC(C)(C)C)[CH2:26][CH2:25]5)=[O:23])=[C:20](F)[CH:19]=4)[N:16]=[CH:17][C:12]3=[N:11][CH:10]=2)=[CH:5][CH:4]=1)#[N:2].C(O)(C(F)(F)F)=O.C(Cl)[Cl:49]. (6) Given the product [CH3:13][C:14]1[CH:15]=[C:16]([CH:17]([C:5]2[CH:10]=[C:9]([CH3:11])[CH:8]=[C:7]([CH3:12])[CH:6]=2)[OH:18])[CH:19]=[C:20]([CH3:22])[CH:21]=1, predict the reactants needed to synthesize it. The reactants are: [Mg].II.Br[C:5]1[CH:10]=[C:9]([CH3:11])[CH:8]=[C:7]([CH3:12])[CH:6]=1.[CH3:13][C:14]1[CH:15]=[C:16]([CH:19]=[C:20]([CH3:22])[CH:21]=1)[CH:17]=[O:18].Cl. (7) Given the product [CH2:1]([C:3]1[C:4]([NH:11][C@H:12]2[C@H:16]([OH:17])[CH2:15][N:14]([C:18]([O:20][CH2:21][C:22]3[CH:27]=[CH:26][CH:25]=[CH:24][CH:23]=3)=[O:19])[CH2:13]2)=[N:5][C:6]([CH2:9][CH3:10])=[CH:7][N:8]=1)[CH3:2], predict the reactants needed to synthesize it. The reactants are: [CH2:1]([C:3]1[C:4]([NH:11][C@H:12]2[C@@H:16]([OH:17])[CH2:15][N:14]([C:18]([O:20][CH2:21][C:22]3[CH:27]=[CH:26][CH:25]=[CH:24][CH:23]=3)=[O:19])[CH2:13]2)=[N:5][C:6]([CH2:9][CH3:10])=[CH:7][N:8]=1)[CH3:2].N[C@H]1[C@H](O)CN(C(OCC2C=CC=CC=2)=O)C1.